The task is: Predict the product of the given reaction.. This data is from Forward reaction prediction with 1.9M reactions from USPTO patents (1976-2016). (1) Given the reactants O.NN.[F:4][C:5]1[CH:6]=[CH:7][C:8]([C:11]2[CH:15]=[C:14]([CH2:16][CH2:17][N:18]3C(=O)C4C(=CC=CC=4)C3=O)[O:13][N:12]=2)=[N:9][CH:10]=1, predict the reaction product. The product is: [F:4][C:5]1[CH:6]=[CH:7][C:8]([C:11]2[CH:15]=[C:14]([CH2:16][CH2:17][NH2:18])[O:13][N:12]=2)=[N:9][CH:10]=1. (2) Given the reactants [NH2:1][CH2:2][CH2:3][CH2:4][N:5]1[C:13]2[C:8](=[CH:9][C:10]([F:14])=[CH:11][CH:12]=2)[C:7]2([O:19]CCCO2)[C:6]1=O.N, predict the reaction product. The product is: [F:14][C:10]1[CH:11]=[CH:12][C:13]2[N:5]3[CH2:4][CH2:3][CH2:2][N:1]=[C:6]3[C:7](=[O:19])[C:8]=2[CH:9]=1. (3) Given the reactants ON1C(=O)N(O)C(=O)N(O)[C:3]1=[O:12].[C:13]([OH:16])(=[O:15])[CH3:14].[O:17]=O.[CH3:19][C:20]1C=C[C:23](C)=[CH:24][CH:25]=1, predict the reaction product. The product is: [C:3]([OH:12])(=[O:17])[C:25]1[CH:24]=[CH:23][C:14]([C:13]([OH:16])=[O:15])=[CH:19][CH:20]=1. (4) The product is: [OH:35][N:34]=[C:1]([NH2:2])[CH2:3][C:4]([NH:27][S:28]([C:30]([CH3:33])([CH3:32])[CH3:31])=[O:29])([C:16]1[CH:21]=[CH:20][CH:19]=[C:18]([O:22][C:40]([F:41])([F:42])[F:43])[CH:17]=1)[C:5]1[CH:10]=[CH:9][CH:8]=[C:7]([O:11][C:12]([F:13])([F:15])[F:14])[CH:6]=1. Given the reactants [C:1]([CH2:3][C:4]([NH:27][S@@:28]([C:30]([CH3:33])([CH3:32])[CH3:31])=[O:29])([C:16]1[CH:21]=[CH:20][CH:19]=[C:18]([O:22]C(F)(F)F)[CH:17]=1)[C:5]1[CH:10]=[CH:9][CH:8]=[C:7]([O:11][C:12]([F:15])([F:14])[F:13])[CH:6]=1)#[N:2].[NH2:34][OH:35].CO.C(O)([C:40]([F:43])([F:42])[F:41])=O, predict the reaction product.